Predict the reaction yield, written as a fraction of the theoretical maximum amount of product (1.0 means a 100% yield; for example, 0.34 means a 34% yield). From a dataset of Reaction yield outcomes from USPTO patents with 853,638 reactions. (1) The reactants are Br[CH:2]([CH:8]([CH3:10])[CH3:9])[C:3]([O:5][CH2:6][CH3:7])=[O:4].[CH3:11][O:12][C:13]1[CH:18]=[CH:17][C:16]([SH:19])=[CH:15][CH:14]=1. No catalyst specified. The yield is 0.990. The product is [CH2:6]([O:5][C:3](=[O:4])[CH:2]([S:19][C:16]1[CH:17]=[CH:18][C:13]([O:12][CH3:11])=[CH:14][CH:15]=1)[CH:8]([CH3:10])[CH3:9])[CH3:7]. (2) The reactants are CN(C)[CH:3]=[O:4].ClCCl.P(Cl)(Cl)(Cl)=O.[CH3:14][C:15]1[NH:16][CH:17]=[C:18]([CH3:24])[C:19]=1[CH2:20][C:21]([OH:23])=[O:22]. The catalyst is C(OCC)(=O)C.CCCCCC.C(O)(=O)C. The product is [CH:3]([C:17]1[NH:16][C:15]([CH3:14])=[C:19]([CH2:20][C:21]([OH:23])=[O:22])[C:18]=1[CH3:24])=[O:4]. The yield is 0.960. (3) The reactants are COCCO[AlH2-]OCCOC.[Na+].[CH:13]1([CH2:16][N:17]([CH2:39][CH2:40][CH3:41])[C:18]([C:20]2[N:24]3[CH2:25][CH2:26][N:27]([C:28]4[C:33]([CH3:34])=[CH:32][C:31]([CH3:35])=[CH:30][C:29]=4[CH3:36])[C:23]3=[N:22][C:21]=2[CH2:37]C)=O)[CH2:15][CH2:14]1.[OH-].[Na+]. The product is [CH:13]1([CH2:16][N:17]([CH2:18][C:20]2[N:24]3[CH2:25][CH2:26][N:27]([C:28]4[C:33]([CH3:34])=[CH:32][C:31]([CH3:35])=[CH:30][C:29]=4[CH3:36])[C:23]3=[N:22][C:21]=2[CH3:37])[CH2:39][CH2:40][CH3:41])[CH2:15][CH2:14]1. The yield is 0.650. The catalyst is C1(C)C=CC=CC=1. (4) The reactants are CCCC[CH2:5][CH3:6].[H-].[Na+].[CH2:9]([C:13]1[NH:14][CH:15]=[CH:16][N:17]=1)[CH2:10][CH2:11][CH3:12].[CH3:18][Si:19](C)([CH3:25])[CH2:20]COCCl.CN(C)[CH:29]=[O:30]. No catalyst specified. The product is [CH2:9]([C:13]1[N:14]([Si:19]([CH3:25])([CH3:20])[CH3:18])[CH:15]=[C:16]([CH2:29][O:30][CH2:5][CH3:6])[N:17]=1)[CH2:10][CH2:11][CH3:12]. The yield is 0.960. (5) The reactants are C[O:2][C:3](=O)[C:4]1[CH:9]=[CH:8][C:7]([O:10][CH2:11][C:12]2[C:13]([C:21]3[CH:26]=[CH:25][CH:24]=[CH:23][CH:22]=3)=[N:14][O:15][C:16]=2[C:17]([F:20])([F:19])[F:18])=[N:6][CH:5]=1.COC(=O)C1C=CC(OCC2C(C3C=CC(Cl)=CC=3)=NOC=2C)=NC=1.[CH:53]1([NH2:56])[CH2:55][CH2:54]1. No catalyst specified. The product is [CH:53]1([NH:56][C:3](=[O:2])[C:4]2[CH:9]=[CH:8][C:7]([O:10][CH2:11][C:12]3[C:13]([C:21]4[CH:22]=[CH:23][CH:24]=[CH:25][CH:26]=4)=[N:14][O:15][C:16]=3[C:17]([F:19])([F:18])[F:20])=[N:6][CH:5]=2)[CH2:55][CH2:54]1. The yield is 0.940. (6) The reactants are [H-].[Na+].[N+:3]([C:6]1[CH:11]=[CH:10][C:9]([N:12]2[CH2:16][CH2:15][CH:14]([OH:17])[CH2:13]2)=[CH:8][CH:7]=1)([O-:5])=[O:4].Cl[CH2:19][CH2:20][CH2:21][Si:22]([CH3:25])([CH3:24])[CH3:23].O. The catalyst is CN(C)C=O. The product is [N+:3]([C:6]1[CH:11]=[CH:10][C:9]([N:12]2[CH2:16][CH2:15][CH:14]([O:17][CH2:19][CH2:20][CH2:21][Si:22]([CH3:25])([CH3:24])[CH3:23])[CH2:13]2)=[CH:8][CH:7]=1)([O-:5])=[O:4]. The yield is 0.180. (7) The reactants are [OH:1][CH2:2][C:3]1[NH:4][C:5]2[CH:11]=[CH:10][CH:9]=[CH:8][C:6]=2[N:7]=1.C(N(CC)C(C)C)(C)C.[CH3:21][Si:22]([CH3:29])([CH3:28])[CH2:23][CH2:24][O:25][CH2:26]Cl. The catalyst is CN(C=O)C. The product is [CH3:21][Si:22]([CH3:29])([CH3:28])[CH2:23][CH2:24][O:25][CH2:26][N:7]1[C:6]2[CH:8]=[CH:9][CH:10]=[CH:11][C:5]=2[N:4]=[C:3]1[CH2:2][OH:1]. The yield is 0.440.